Dataset: Reaction yield outcomes from USPTO patents with 853,638 reactions. Task: Predict the reaction yield, written as a fraction of the theoretical maximum amount of product (1.0 means a 100% yield; for example, 0.34 means a 34% yield). (1) The reactants are [F:1][C:2]1[CH:10]=[CH:9][C:8]([C:11]2[CH:16]=[CH:15][CH:14]=[C:13]([F:17])[CH:12]=2)=[CH:7][C:3]=1[C:4]([OH:6])=O.C(Cl)(C(Cl)=O)=O.[NH2:24][C:25]1[C:26]([Cl:33])=[C:27]([OH:32])[CH:28]=[CH:29][C:30]=1[F:31].C([O-])(O)=O.[Na+]. The catalyst is C(Cl)Cl.CN(C=O)C.C1COCC1.O. The product is [Cl:33][C:26]1[C:27]([OH:32])=[CH:28][CH:29]=[C:30]([F:31])[C:25]=1[NH:24][C:4](=[O:6])[C:3]1[CH:7]=[C:8]([C:11]2[CH:16]=[CH:15][CH:14]=[C:13]([F:17])[CH:12]=2)[CH:9]=[CH:10][C:2]=1[F:1]. The yield is 0.260. (2) The reactants are S([O-])([O-])(=O)=O.[Mg+2].[F:7][C:8]1[CH:14]=[C:13]([F:15])[CH:12]=[CH:11][C:9]=1[NH2:10].[CH:16](=O)[C:17]1[CH:22]=[CH:21][CH:20]=[CH:19][CH:18]=1.B.[Na]. The catalyst is CO.C(O)(=O)C. The product is [CH2:16]([NH:10][C:9]1[CH:11]=[CH:12][C:13]([F:15])=[CH:14][C:8]=1[F:7])[C:17]1[CH:22]=[CH:21][CH:20]=[CH:19][CH:18]=1. The yield is 0.600.